This data is from Peptide-MHC class I binding affinity with 185,985 pairs from IEDB/IMGT. The task is: Regression. Given a peptide amino acid sequence and an MHC pseudo amino acid sequence, predict their binding affinity value. This is MHC class I binding data. (1) The peptide sequence is NAHEGQLVI. The MHC is HLA-A33:01 with pseudo-sequence HLA-A33:01. The binding affinity (normalized) is 0. (2) The peptide sequence is TSTINIQPI. The MHC is H-2-Db with pseudo-sequence H-2-Db. The binding affinity (normalized) is 0.578. (3) The peptide sequence is TYSTYGKFLA. The MHC is Patr-A0701 with pseudo-sequence Patr-A0701. The binding affinity (normalized) is 0.189. (4) The peptide sequence is STFDLYVYR. The MHC is HLA-A31:01 with pseudo-sequence HLA-A31:01. The binding affinity (normalized) is 0.703.